Predict which catalyst facilitates the given reaction. From a dataset of Catalyst prediction with 721,799 reactions and 888 catalyst types from USPTO. (1) The catalyst class is: 11. Reactant: [CH3:1][O:2][C:3]1[CH:4]=[C:5]2[C:9](=[CH:10][CH:11]=1)[CH:8]([OH:12])[CH:7]([CH2:13][CH2:14][N:15]1[CH2:19][CH2:18][CH2:17][CH2:16]1)[CH2:6]2.C1(C(C2C=CC=CC=2)=O)C=CC=CC=1.CC([O-])(C)C.[K+]. Product: [CH3:1][O:2][C:3]1[CH:4]=[C:5]2[C:9](=[CH:10][CH:11]=1)[C:8](=[O:12])[CH:7]([CH2:13][CH2:14][N:15]1[CH2:19][CH2:18][CH2:17][CH2:16]1)[CH2:6]2. (2) Reactant: [H-].[Na+].[CH3:3]N(C)C=O.[Cl:8][C:9]1[N:10]=[C:11]([N:19]2[CH2:23][CH2:22][C@H:21]([NH:24][C:25](=[O:31])[O:26][C:27]([CH3:30])([CH3:29])[CH3:28])[CH2:20]2)[C:12]2[N:18]=[CH:17][CH:16]=[CH:15][C:13]=2[N:14]=1.CI. Product: [Cl:8][C:9]1[N:10]=[C:11]([N:19]2[CH2:23][CH2:22][C@H:21]([N:24]([CH3:3])[C:25](=[O:31])[O:26][C:27]([CH3:28])([CH3:30])[CH3:29])[CH2:20]2)[C:12]2[N:18]=[CH:17][CH:16]=[CH:15][C:13]=2[N:14]=1. The catalyst class is: 6. (3) Reactant: [NH:1]1[CH2:4][CH:3]([C:5]2[NH:9][C:8]3[CH:10]=[CH:11][C:12]([Cl:14])=[CH:13][C:7]=3[N:6]=2)[CH2:2]1.[Cl:15][C:16]1[C:21](Cl)=[N:20][CH:19]=[CH:18][N:17]=1. Product: [Cl:14][C:12]1[CH:11]=[CH:10][C:8]2[NH:9][C:5]([CH:3]3[CH2:4][N:1]([C:21]4[C:16]([Cl:15])=[N:17][CH:18]=[CH:19][N:20]=4)[CH2:2]3)=[N:6][C:7]=2[CH:13]=1. The catalyst class is: 18. (4) Reactant: [O-]S(C(F)(F)F)(=O)=O.[CH3:9][S+:10]([C:17]1[CH:22]=[C:21]([CH3:23])[C:20]([CH3:24])=[C:19]([CH3:25])[C:18]=1[CH3:26])[C:11]1[CH:16]=[CH:15][CH:14]=[CH:13][CH:12]=1.[H+].[F:28][P-:29]([F:34])([F:33])([F:32])([F:31])[F:30]. Product: [F:28][P-:29]([F:34])([F:33])([F:32])([F:31])[F:30].[CH3:9][S+:10]([C:17]1[CH:22]=[C:21]([CH3:23])[C:20]([CH3:24])=[C:19]([CH3:25])[C:18]=1[CH3:26])[C:11]1[CH:12]=[CH:13][CH:14]=[CH:15][CH:16]=1. The catalyst class is: 2. (5) Reactant: [CH:1]1([NH:7][C:8]2[CH:15]=[CH:14][C:11]([CH:12]=O)=[CH:10][C:9]=2[N+:16]([O-:18])=[O:17])[CH2:6][CH2:5][CH2:4][CH2:3][CH2:2]1.[NH:19]1[CH2:24][CH2:23][CH2:22][CH2:21][CH2:20]1.C(O)(=O)C.C(O[BH-](OC(=O)C)OC(=O)C)(=O)C.[Na+]. Product: [CH:1]1([NH:7][C:8]2[CH:15]=[CH:14][C:11]([CH2:12][N:19]3[CH2:24][CH2:23][CH2:22][CH2:21][CH2:20]3)=[CH:10][C:9]=2[N+:16]([O-:18])=[O:17])[CH2:6][CH2:5][CH2:4][CH2:3][CH2:2]1. The catalyst class is: 68.